This data is from Orexin1 receptor HTS with 218,158 compounds and 233 confirmed actives. The task is: Binary Classification. Given a drug SMILES string, predict its activity (active/inactive) in a high-throughput screening assay against a specified biological target. (1) The result is 1 (active). The molecule is S(=O)(=O)(N1CC(CCC1)C(=O)Nc1cc(SC)ccc1)c1sccc1. (2) The drug is n1(C(C)C)c(NCc2n(c3c(n2)cccc3)CC)nc2c1cccc2. The result is 0 (inactive). (3) The drug is O1C(C(OC1(C)C)C(=O)NC1CCCCC1)C(=O)NC1CCCCC1. The result is 0 (inactive). (4) The result is 0 (inactive). The drug is s1c2CC(CCc2c(c1NC(=O)COC(=O)Cc1c2c(oc1)cc(c(c2)C)C)C#N)C. (5) The drug is O=C(Nc1cc2c(n(c3c2cccc3)CC)cc1)c1cc(OC)cc(OC)c1. The result is 1 (active).